Dataset: NCI-60 drug combinations with 297,098 pairs across 59 cell lines. Task: Regression. Given two drug SMILES strings and cell line genomic features, predict the synergy score measuring deviation from expected non-interaction effect. Drug 1: C1=NC2=C(N=C(N=C2N1C3C(C(C(O3)CO)O)F)Cl)N. Drug 2: CC1CCC2CC(C(=CC=CC=CC(CC(C(=O)C(C(C(=CC(C(=O)CC(OC(=O)C3CCCCN3C(=O)C(=O)C1(O2)O)C(C)CC4CCC(C(C4)OC)OCCO)C)C)O)OC)C)C)C)OC. Cell line: HCT-15. Synergy scores: CSS=-1.49, Synergy_ZIP=-2.36, Synergy_Bliss=-4.75, Synergy_Loewe=-15.1, Synergy_HSA=-8.24.